This data is from Peptide-MHC class II binding affinity with 134,281 pairs from IEDB. The task is: Regression. Given a peptide amino acid sequence and an MHC pseudo amino acid sequence, predict their binding affinity value. This is MHC class II binding data. (1) The peptide sequence is LKGSETTVTERIFRE. The MHC is DRB1_1101 with pseudo-sequence DRB1_1101. The binding affinity (normalized) is 0.190. (2) The peptide sequence is GATVAVDCRPFNGGE. The MHC is HLA-DQA10102-DQB10502 with pseudo-sequence HLA-DQA10102-DQB10502. The binding affinity (normalized) is 0.0355. (3) The peptide sequence is AFKVAATAANAAPAV. The MHC is DRB1_0401 with pseudo-sequence DRB1_0401. The binding affinity (normalized) is 0.185. (4) The peptide sequence is NGILKKLSSIKSKSR. The MHC is HLA-DPA10201-DPB10101 with pseudo-sequence HLA-DPA10201-DPB10101. The binding affinity (normalized) is 0.389. (5) The peptide sequence is GATEIQMSSGNILFV. The MHC is DRB1_1302 with pseudo-sequence DRB1_1302. The binding affinity (normalized) is 0.913. (6) The peptide sequence is GEVPSTEDLVNLLPAILSPG. The MHC is DRB1_0301 with pseudo-sequence DRB1_0301. The binding affinity (normalized) is 0.124.